This data is from Forward reaction prediction with 1.9M reactions from USPTO patents (1976-2016). The task is: Predict the product of the given reaction. (1) The product is: [O:35]1[CH2:40][CH2:39][N:38]([C:41]2[C:46]([NH:47][C:55]3[C:64]4[C:59](=[CH:60][C:61]([F:66])=[CH:62][C:63]=4[F:65])[N:58]=[C:57]([C:67]4[CH:72]=[CH:71][N:70]=[C:69]([N:73]5[CH2:78][CH2:77][N:76]([CH3:79])[CH2:75][CH2:74]5)[CH:68]=4)[C:56]=3[CH3:80])=[CH:45][C:44]([N:48]3[CH2:49][CH2:50][O:51][CH2:52][CH2:53]3)=[CH:43][N:42]=2)[CH2:37][CH2:36]1. Given the reactants C1(P(C2CCCCC2)C2C=CC=CC=2C2C(C(C)C)=CC(C(C)C)=CC=2C(C)C)CCCCC1.[O:35]1[CH2:40][CH2:39][N:38]([C:41]2[C:46]([NH2:47])=[CH:45][C:44]([N:48]3[CH2:53][CH2:52][O:51][CH2:50][CH2:49]3)=[CH:43][N:42]=2)[CH2:37][CH2:36]1.Cl[C:55]1[C:64]2[C:59](=[CH:60][C:61]([F:66])=[CH:62][C:63]=2[F:65])[N:58]=[C:57]([C:67]2[CH:72]=[CH:71][N:70]=[C:69]([N:73]3[CH2:78][CH2:77][N:76]([CH3:79])[CH2:75][CH2:74]3)[CH:68]=2)[C:56]=1[CH3:80].CC(C)([O-])C.[Na+], predict the reaction product. (2) Given the reactants [Cl:1][C:2]1[CH:7]=[CH:6][C:5]([C:8]2[N:12]([C:13]3[CH:18]=[CH:17][C:16]([S:19]([NH2:22])(=[O:21])=[O:20])=[CH:15][CH:14]=3)[N:11]=[C:10]([CH2:23]O)[CH:9]=2)=[CH:4][CH:3]=1.C1(C)C=CC(S([Cl:34])(=O)=O)=CC=1.[Cl-].[Li+].C(N(CC)CC)C, predict the reaction product. The product is: [Cl:1][C:2]1[CH:7]=[CH:6][C:5]([C:8]2[N:12]([C:13]3[CH:18]=[CH:17][C:16]([S:19]([NH2:22])(=[O:21])=[O:20])=[CH:15][CH:14]=3)[N:11]=[C:10]([CH2:23][Cl:34])[CH:9]=2)=[CH:4][CH:3]=1. (3) Given the reactants [Cl:1][C:2]1[C:7]([C:8]2[CH:13]=[CH:12][CH:11]=[CH:10][CH:9]=2)=[N:6][N:5]=[C:4]2[N:14]([CH:23]([CH3:29])[C:24](OCC)=[O:25])[N:15]=[C:16]([C:17]3[CH:22]=[CH:21][CH:20]=[CH:19][CH:18]=3)[C:3]=12.[H-].C([Al+]CC(C)C)C(C)C.C1CCCCC1.[Cl-].[NH4+], predict the reaction product. The product is: [Cl:1][C:2]1[C:7]([C:8]2[CH:9]=[CH:10][CH:11]=[CH:12][CH:13]=2)=[N:6][N:5]=[C:4]2[N:14]([CH:23]([CH3:29])[CH2:24][OH:25])[N:15]=[C:16]([C:17]3[CH:22]=[CH:21][CH:20]=[CH:19][CH:18]=3)[C:3]=12. (4) Given the reactants [NH2:1][C:2]1[C:3]([C:15]2[CH:24]=[CH:23][C:18]([C:19]([O:21][CH3:22])=[O:20])=[C:17]([F:25])[CH:16]=2)=[N:4][C:5]([CH:8]2[CH2:13][CH2:12][C:11](=O)[CH2:10][CH2:9]2)=[CH:6][N:7]=1.CO.[C:28]1([CH2:34][NH2:35])[CH:33]=[CH:32][CH:31]=[CH:30][CH:29]=1.[BH4-].[Na+], predict the reaction product. The product is: [NH2:1][C:2]1[C:3]([C:15]2[CH:24]=[CH:23][C:18]([C:19]([O:21][CH3:22])=[O:20])=[C:17]([F:25])[CH:16]=2)=[N:4][C:5]([CH:8]2[CH2:13][CH2:12][CH:11]([NH:35][CH2:34][C:28]3[CH:33]=[CH:32][CH:31]=[CH:30][CH:29]=3)[CH2:10][CH2:9]2)=[CH:6][N:7]=1. (5) Given the reactants [CH2:1]([O:3][C:4](=[O:28])[C:5]([O:8][C:9]1[CH:14]=[CH:13][C:12]([Br:15])=[CH:11][C:10]=1/[CH:16]=[C:17]1\[C:18](=[O:27])[NH:19][C:20]2[C:25]\1=[CH:24][CH:23]=[C:22]([Cl:26])[CH:21]=2)([CH3:7])[CH3:6])[CH3:2].[C:29]([O:33][C:34](O[C:34]([O:33][C:29]([CH3:32])([CH3:31])[CH3:30])=[O:35])=[O:35])([CH3:32])([CH3:31])[CH3:30], predict the reaction product. The product is: [C:29]([O:33][C:34]([N:19]1[C:20]2[C:25](=[CH:24][CH:23]=[C:22]([Cl:26])[CH:21]=2)[C:17](=[CH:16][C:10]2[CH:11]=[C:12]([Br:15])[CH:13]=[CH:14][C:9]=2[O:8][C:5]([C:4]([O:3][CH2:1][CH3:2])=[O:28])([CH3:7])[CH3:6])[C:18]1=[O:27])=[O:35])([CH3:32])([CH3:31])[CH3:30]. (6) Given the reactants [H-].[Na+].[CH3:3][C:4]1([CH3:11])[CH2:9][CH2:8][C:7](=[O:10])[CH2:6][CH2:5]1.[CH3:12][O:13][C:14](=O)[O:15]C.Cl, predict the reaction product. The product is: [CH3:3][C:4]1([CH3:11])[CH2:9][CH:8]([C:14]([O:13][CH3:12])=[O:15])[C:7](=[O:10])[CH2:6][CH2:5]1.